Dataset: HIV replication inhibition screening data with 41,000+ compounds from the AIDS Antiviral Screen. Task: Binary Classification. Given a drug SMILES string, predict its activity (active/inactive) in a high-throughput screening assay against a specified biological target. (1) The compound is COC(=O)C(=O)C(C(C)=O)C(=O)NCc1ccc(OC)c(OC)c1. The result is 0 (inactive). (2) The drug is Oc1nc2ccccc2c(O)c1Cc1ccccc1. The result is 0 (inactive). (3) The compound is COC(=O)C1CCN(C(=O)OC(C)(C)C)CC1. The result is 0 (inactive).